This data is from Reaction yield outcomes from USPTO patents with 853,638 reactions. The task is: Predict the reaction yield, written as a fraction of the theoretical maximum amount of product (1.0 means a 100% yield; for example, 0.34 means a 34% yield). (1) The product is [NH2:1][C:4]1[CH:5]=[CH:6][C:7]([O:8][CH2:9][CH2:10][OH:11])=[CH:12][CH:13]=1. The yield is 0.990. The reactants are [N+:1]([C:4]1[CH:13]=[CH:12][C:7]([O:8][CH2:9][CH2:10][OH:11])=[CH:6][CH:5]=1)([O-])=O. The catalyst is CO.[Pd]. (2) The reactants are [F:1][C:2]1[CH:8]=[C:7]([I:9])[CH:6]=[CH:5][C:3]=1[NH2:4].[C:10](OC(=O)C)(=[O:12])[CH3:11]. The catalyst is O1CCCC1. The product is [F:1][C:2]1[CH:8]=[C:7]([I:9])[CH:6]=[CH:5][C:3]=1[NH:4][C:10](=[O:12])[CH3:11]. The yield is 0.920. (3) The reactants are [F:1][C:2]1[CH:10]=[CH:9][CH:8]=[C:7]2[C:3]=1[C:4]([C:11]([OH:13])=O)=[CH:5][NH:6]2.Cl.[NH2:15][C@H:16]1[CH2:21][CH2:20][CH2:19][CH2:18][C@@H:17]1[OH:22].F[P-](F)(F)(F)(F)F.N1(O[P+](N(C)C)(N(C)C)N(C)C)C2C=CC=CC=2N=N1.C(N(CC)CC)C. The catalyst is ClCCl. The product is [F:1][C:2]1[CH:10]=[CH:9][CH:8]=[C:7]2[C:3]=1[C:4]([C:11]([NH:15][C@H:16]1[CH2:21][CH2:20][CH2:19][CH2:18][C@@H:17]1[OH:22])=[O:13])=[CH:5][NH:6]2. The yield is 0.750. (4) The reactants are [OH-].[Na+].[C@@H:3]1([C:11]([O:13]CC)=[O:12])[CH2:5][C@H:4]1[C:6]([O:8][CH2:9][CH3:10])=[O:7]. The catalyst is CCO. The product is [CH2:9]([O:8][C:6]([C@@H:4]1[CH2:5][C@H:3]1[C:11]([OH:13])=[O:12])=[O:7])[CH3:10]. The yield is 0.870. (5) The reactants are [CH2:1]([NH:4][C:5]1[C:6]2[S:14][CH:13]=[C:12]([CH2:15][CH3:16])[C:7]=2[N:8]=[C:9](Cl)[N:10]=1)[CH:2]=[CH2:3].[CH2:17]([NH2:20])[CH:18]=[CH2:19].C(=O)([O-])O.[Na+]. No catalyst specified. The product is [CH2:17]([NH:20][C:9]1[N:10]=[C:5]([NH:4][CH2:1][CH:2]=[CH2:3])[C:6]2[S:14][CH:13]=[C:12]([CH2:15][CH3:16])[C:7]=2[N:8]=1)[CH:18]=[CH2:19]. The yield is 0.863. (6) The reactants are [F:1][C:2]1[CH:7]=[C:6]([I:8])[CH:5]=[CH:4][C:3]=1[N:9]1[C:14]([NH:15][CH3:16])=[CH:13][C:12](=[O:17])[N:11]([CH3:18])[C:10]1=[O:19].[CH3:20][CH:21]([C:25]([OH:27])=O)[C:22]([OH:24])=O. The catalyst is C(OC(=O)C)(=O)C. The product is [F:1][C:2]1[CH:7]=[C:6]([I:8])[CH:5]=[CH:4][C:3]=1[N:9]1[C:14]2[N:15]([CH3:16])[C:25](=[O:27])[C:21]([CH3:20])=[C:22]([OH:24])[C:13]=2[C:12](=[O:17])[N:11]([CH3:18])[C:10]1=[O:19]. The yield is 0.370. (7) The catalyst is CN(C)C=O. The product is [NH2:48][C:49]1[CH:54]=[C:53]([O:55][C:56]2[C:57]([F:64])=[CH:58][C:59]([NH:63][C:14]([C:11]3([C:9]([NH:8][C:5]4[CH:4]=[CH:3][C:2]([F:1])=[CH:7][CH:6]=4)=[O:10])[CH2:12][CH2:13]3)=[O:16])=[C:60]([F:62])[CH:61]=2)[N:52]=[CH:51][N:50]=1. The yield is 0.400. The reactants are [F:1][C:2]1[CH:7]=[CH:6][C:5]([NH:8][C:9]([C:11]2([C:14]([OH:16])=O)[CH2:13][CH2:12]2)=[O:10])=[CH:4][CH:3]=1.C(N(CC)CC)C.CN(C(ON1N=NC2C=CC=NC1=2)=[N+](C)C)C.F[P-](F)(F)(F)(F)F.[NH2:48][C:49]1[CH:54]=[C:53]([O:55][C:56]2[CH:61]=[C:60]([F:62])[C:59]([NH2:63])=[CH:58][C:57]=2[F:64])[N:52]=[CH:51][N:50]=1. (8) The reactants are C([O:5][C:6]([CH:8]1[CH:12]([C:13]2[CH:18]=[CH:17][CH:16]=[C:15]([Cl:19])[CH:14]=2)[C:11]([C:22]2[CH:27]=[CH:26][C:25]([Cl:28])=[CH:24][CH:23]=2)([C:20]#[N:21])[CH:10]([CH2:29][C:30]([CH3:33])([CH3:32])[CH3:31])[NH:9]1)=[O:7])(C)(C)C.[CH:34](=O)[CH3:35].C(O[BH-](OC(=O)C)OC(=O)C)(=O)C.[Na+]. The catalyst is CC(O)=O. The product is [Cl:19][C:15]1[CH:14]=[C:13]([CH:12]2[C:11]([C:22]3[CH:23]=[CH:24][C:25]([Cl:28])=[CH:26][CH:27]=3)([C:20]#[N:21])[CH:10]([CH2:29][C:30]([CH3:33])([CH3:31])[CH3:32])[N:9]([CH2:34][CH3:35])[CH:8]2[C:6]([OH:5])=[O:7])[CH:18]=[CH:17][CH:16]=1. The yield is 0.775. (9) The reactants are Cl[C:2]1[N:7]=[C:6]([C:8]2[S:12][C:11]([N:13]3[CH2:18][CH2:17][O:16][CH2:15][CH2:14]3)=[N:10][C:9]=2[C:19]2[C:20]([F:37])=[C:21]([NH:25][S:26]([C:29]3[CH:34]=[C:33]([F:35])[CH:32]=[CH:31][C:30]=3[F:36])(=[O:28])=[O:27])[CH:22]=[CH:23][CH:24]=2)[CH:5]=[CH:4][N:3]=1.O.[CH3:39][N:40](C)C=O. The catalyst is [C-]#N.[Zn+2].[C-]#N.C1C=CC([P]([Pd]([P](C2C=CC=CC=2)(C2C=CC=CC=2)C2C=CC=CC=2)([P](C2C=CC=CC=2)(C2C=CC=CC=2)C2C=CC=CC=2)[P](C2C=CC=CC=2)(C2C=CC=CC=2)C2C=CC=CC=2)(C2C=CC=CC=2)C2C=CC=CC=2)=CC=1. The product is [C:39]([C:2]1[N:7]=[C:6]([C:8]2[S:12][C:11]([N:13]3[CH2:18][CH2:17][O:16][CH2:15][CH2:14]3)=[N:10][C:9]=2[C:19]2[C:20]([F:37])=[C:21]([NH:25][S:26]([C:29]3[CH:34]=[C:33]([F:35])[CH:32]=[CH:31][C:30]=3[F:36])(=[O:28])=[O:27])[CH:22]=[CH:23][CH:24]=2)[CH:5]=[CH:4][N:3]=1)#[N:40]. The yield is 0.600.